Dataset: Peptide-MHC class I binding affinity with 185,985 pairs from IEDB/IMGT. Task: Regression. Given a peptide amino acid sequence and an MHC pseudo amino acid sequence, predict their binding affinity value. This is MHC class I binding data. (1) The peptide sequence is SADNHPKMI. The MHC is HLA-A02:02 with pseudo-sequence HLA-A02:02. The binding affinity (normalized) is 0.167. (2) The binding affinity (normalized) is 0.951. The MHC is HLA-A68:02 with pseudo-sequence HLA-A68:02. The peptide sequence is YTMADLVYA. (3) The peptide sequence is YPHFMPTNL. The MHC is H-2-Kb with pseudo-sequence H-2-Kb. The binding affinity (normalized) is 0.357. (4) The peptide sequence is RPGPPPPPP. The MHC is Mamu-A2201 with pseudo-sequence Mamu-A2201. The binding affinity (normalized) is 0.435. (5) The MHC is HLA-A11:01 with pseudo-sequence HLA-A11:01. The peptide sequence is THNTPVYKL. The binding affinity (normalized) is 0. (6) The peptide sequence is QVNDVLHSV. The MHC is HLA-B27:03 with pseudo-sequence HLA-B27:03. The binding affinity (normalized) is 0.0847. (7) The MHC is HLA-A29:02 with pseudo-sequence HLA-A29:02. The binding affinity (normalized) is 0.138. The peptide sequence is YTAVVPLVL.